This data is from Full USPTO retrosynthesis dataset with 1.9M reactions from patents (1976-2016). The task is: Predict the reactants needed to synthesize the given product. Given the product [F:1][C:2]1[CH:3]=[C:4]2[C:9](=[C:10]([O:13][C:14]([F:17])([F:16])[F:15])[C:11]=1[N:41]1[CH2:42][CH2:43][N:38]([C:44]3[N:45]=[CH:46][CH:47]=[CH:48][N:49]=3)[CH2:39][CH2:40]1)[N:8]([C:18]1[CH:23]=[CH:22][C:21]([CH2:24][N:25]3[CH2:30][CH2:29][CH2:28][CH2:27][C@@H:26]3[CH3:31])=[CH:20][CH:19]=1)[CH:7]=[C:6]([C:32]([OH:34])=[O:33])[C:5]2=[O:37], predict the reactants needed to synthesize it. The reactants are: [F:1][C:2]1[CH:3]=[C:4]2[C:9](=[C:10]([O:13][C:14]([F:17])([F:16])[F:15])[C:11]=1F)[N:8]([C:18]1[CH:23]=[CH:22][C:21]([CH2:24][N:25]3[CH2:30][CH2:29][CH2:28][CH2:27][C@@H:26]3[CH3:31])=[CH:20][CH:19]=1)[CH:7]=[C:6]([C:32]([O:34]CC)=[O:33])[C:5]2=[O:37].[N:38]1([C:44]2[N:49]=[CH:48][CH:47]=[CH:46][N:45]=2)[CH2:43][CH2:42][NH:41][CH2:40][CH2:39]1.